Dataset: Hepatocyte clearance measurements from AstraZeneca. Task: Regression/Classification. Given a drug SMILES string, predict its absorption, distribution, metabolism, or excretion properties. Task type varies by dataset: regression for continuous measurements (e.g., permeability, clearance, half-life) or binary classification for categorical outcomes (e.g., BBB penetration, CYP inhibition). For this dataset (clearance_hepatocyte_az), we predict log10(clearance) (log10 of the in vitro intrinsic clearance, CLint, in uL/min per 10^6 hepatocytes; values are censored to the assay range of 3 to 150, which is 0.477 to 2.18 on this log10 scale). (1) The log10(clearance) is 1.01. The drug is Cc1ccc(-c2nc3ccccc3[nH]2)cc1NC(=O)c1ccc(OCc2ccccn2)cc1. (2) The molecule is CCOc1ccc2nc(N)sc2c1. The log10(clearance) is 1.87.